Dataset: NCI-60 drug combinations with 297,098 pairs across 59 cell lines. Task: Regression. Given two drug SMILES strings and cell line genomic features, predict the synergy score measuring deviation from expected non-interaction effect. (1) Drug 1: C1=CC(=CC=C1C#N)C(C2=CC=C(C=C2)C#N)N3C=NC=N3. Drug 2: CS(=O)(=O)CCNCC1=CC=C(O1)C2=CC3=C(C=C2)N=CN=C3NC4=CC(=C(C=C4)OCC5=CC(=CC=C5)F)Cl. Cell line: NCI/ADR-RES. Synergy scores: CSS=5.91, Synergy_ZIP=-2.68, Synergy_Bliss=-4.08, Synergy_Loewe=-4.54, Synergy_HSA=-4.28. (2) Drug 1: CC12CCC(CC1=CCC3C2CCC4(C3CC=C4C5=CN=CC=C5)C)O. Drug 2: CC1C(C(CC(O1)OC2CC(CC3=C2C(=C4C(=C3O)C(=O)C5=C(C4=O)C(=CC=C5)OC)O)(C(=O)C)O)N)O.Cl. Cell line: 786-0. Synergy scores: CSS=55.9, Synergy_ZIP=10.9, Synergy_Bliss=16.9, Synergy_Loewe=11.8, Synergy_HSA=17.4. (3) Drug 1: CC1=C(C(=CC=C1)Cl)NC(=O)C2=CN=C(S2)NC3=CC(=NC(=N3)C)N4CCN(CC4)CCO. Drug 2: C1=CN(C=N1)CC(O)(P(=O)(O)O)P(=O)(O)O. Cell line: BT-549. Synergy scores: CSS=7.14, Synergy_ZIP=-1.30, Synergy_Bliss=0.313, Synergy_Loewe=-11.8, Synergy_HSA=-2.91. (4) Drug 1: CC(C1=C(C=CC(=C1Cl)F)Cl)OC2=C(N=CC(=C2)C3=CN(N=C3)C4CCNCC4)N. Drug 2: CC1=CC=C(C=C1)C2=CC(=NN2C3=CC=C(C=C3)S(=O)(=O)N)C(F)(F)F. Cell line: SK-MEL-2. Synergy scores: CSS=1.91, Synergy_ZIP=-3.44, Synergy_Bliss=-2.63, Synergy_Loewe=-5.02, Synergy_HSA=-4.33.